Dataset: Reaction yield outcomes from USPTO patents with 853,638 reactions. Task: Predict the reaction yield, written as a fraction of the theoretical maximum amount of product (1.0 means a 100% yield; for example, 0.34 means a 34% yield). (1) The reactants are [CH2:1]([NH:3][C:4]1[N:5]=[CH:6][C:7]2[C:16](=[O:17])[N:15]([C:18]3[CH:23]=[CH:22][CH:21]=[C:20]([O:24][CH:25]4[CH2:30][CH2:29][NH:28][CH2:27][CH2:26]4)[CH:19]=3)[CH2:14][C@H:13]3[N:9]([CH2:10][CH2:11][CH2:12]3)[C:8]=2[N:31]=1)[CH3:2].C=O.[C:34](O[BH-](OC(=O)C)OC(=O)C)(=O)C.[Na+].C(=O)(O)[O-].[Na+]. The catalyst is ClCCCl. The product is [CH2:1]([NH:3][C:4]1[N:5]=[CH:6][C:7]2[C:16](=[O:17])[N:15]([C:18]3[CH:23]=[CH:22][CH:21]=[C:20]([O:24][CH:25]4[CH2:30][CH2:29][N:28]([CH3:34])[CH2:27][CH2:26]4)[CH:19]=3)[CH2:14][C@H:13]3[N:9]([CH2:10][CH2:11][CH2:12]3)[C:8]=2[N:31]=1)[CH3:2]. The yield is 0.910. (2) The reactants are [C:1]1([OH:7])[CH:6]=[CH:5][CH:4]=[CH:3][CH:2]=1.[H-].[Na+].Br[C:11]1[CH:16]=[CH:15][C:14]([Br:17])=[CH:13][N:12]=1. The catalyst is CN(C)C=O. The product is [Br:17][C:14]1[CH:15]=[CH:16][C:11]([O:7][C:1]2[CH:6]=[CH:5][CH:4]=[CH:3][CH:2]=2)=[N:12][CH:13]=1. The yield is 0.810. (3) The reactants are Br[C:2]1[CH:7]=[CH:6][CH:5]=[CH:4][C:3]=1[CH:8]1[O:13][CH2:12][CH2:11][CH2:10][O:9]1.[Mg].[CH2:15]1[O:27][C:26]2[CH:25]=[C:24]3[C:19]([CH:20]=[C:21]([N+:28]([O-:30])=[O:29])[CH2:22][O:23]3)=[CH:18][C:17]=2[O:16]1.O. The catalyst is C1COCC1.BrCCBr. The product is [CH2:15]1[O:27][C:26]2[CH:25]=[C:24]3[C:19]([CH:20]([C:2]4[CH:7]=[CH:6][CH:5]=[CH:4][C:3]=4[CH:8]4[O:13][CH2:12][CH2:11][CH2:10][O:9]4)[CH:21]([N+:28]([O-:30])=[O:29])[CH2:22][O:23]3)=[CH:18][C:17]=2[O:16]1. The yield is 0.614.